Dataset: Catalyst prediction with 721,799 reactions and 888 catalyst types from USPTO. Task: Predict which catalyst facilitates the given reaction. (1) Product: [N:10]1[CH:11]=[CH:12][CH:13]=[C:8]([C:6]2[N:5]=[C:4]([C:14]3[CH:19]=[CH:18][CH:17]=[CH:16][N:15]=3)[N:3]=[C:2]([NH:20][CH2:21][CH2:22][C:23]3[CH:28]=[CH:27][C:26]([OH:29])=[CH:25][CH:24]=3)[CH:7]=2)[CH:9]=1. The catalyst class is: 41. Reactant: Cl[C:2]1[CH:7]=[C:6]([C:8]2[CH:9]=[N:10][CH:11]=[CH:12][CH:13]=2)[N:5]=[C:4]([C:14]2[CH:19]=[CH:18][CH:17]=[CH:16][N:15]=2)[N:3]=1.[NH2:20][CH2:21][CH2:22][C:23]1[CH:28]=[CH:27][C:26]([OH:29])=[CH:25][CH:24]=1.CCN(C(C)C)C(C)C. (2) Reactant: [Cl:1][C:2]1[CH:3]=[CH:4][C:5]([O:29][CH:30]([F:32])[F:31])=[C:6]([C:8]2[C:12]([NH:13][C:14]([C:16]3[CH:17]=[N:18][N:19]4[CH:24]=[CH:23][CH:22]=[N:21][C:20]=34)=[O:15])=[CH:11][N:10]([CH2:25][C:26](O)=[O:27])[N:9]=2)[CH:7]=1.CN(C(ON1N=NC2C=CC=NC1=2)=[N+](C)C)C.F[P-](F)(F)(F)(F)F.CCN(C(C)C)C(C)C.Cl.[NH:67]1[CH2:72][CH2:71][CH:70]([N:73]2[CH2:78][CH2:77][O:76][CH2:75][CH2:74]2)[CH2:69][CH2:68]1. Product: [Cl:1][C:2]1[CH:3]=[CH:4][C:5]([O:29][CH:30]([F:32])[F:31])=[C:6]([C:8]2[C:12]([NH:13][C:14]([C:16]3[CH:17]=[N:18][N:19]4[CH:24]=[CH:23][CH:22]=[N:21][C:20]=34)=[O:15])=[CH:11][N:10]([CH2:25][C:26]([N:67]3[CH2:72][CH2:71][CH:70]([N:73]4[CH2:78][CH2:77][O:76][CH2:75][CH2:74]4)[CH2:69][CH2:68]3)=[O:27])[N:9]=2)[CH:7]=1. The catalyst class is: 3. (3) Reactant: CCO[C:4]([C:6]1[O:7][C:8]2[CH2:13][CH2:12][N:11]([C:14]([O:16][CH2:17][C:18]3[CH:23]=[CH:22][CH:21]=[CH:20][CH:19]=3)=[O:15])[CH2:10][C:9]=2[N:24]=1)=[O:5].[CH3:25][O:26][CH:27]([O:30][CH3:31])[CH2:28][NH2:29]. Product: [CH2:17]([O:16][C:14]([N:11]1[CH2:12][CH2:13][C:8]2[O:7][C:6]([C:4](=[O:5])[NH:29][CH2:28][CH:27]([O:30][CH3:31])[O:26][CH3:25])=[N:24][C:9]=2[CH2:10]1)=[O:15])[C:18]1[CH:19]=[CH:20][CH:21]=[CH:22][CH:23]=1. The catalyst class is: 5. (4) Product: [ClH:34].[Cl:34][C:31]1[CH:32]=[CH:33][C:28]([C:26]2[S:27][C:21]3[C:20](=[O:35])[N:19]([C:16]4[CH:17]=[CH:18][C:13]([O:12][CH:10]5[CH2:9][N:8]([CH2:4][CH2:3][C:2]([F:7])([F:6])[F:1])[CH2:11]5)=[C:14]([O:36][CH3:37])[CH:15]=4)[CH:24]=[CH:23][C:22]=3[N:25]=2)=[CH:29][CH:30]=1. The catalyst class is: 254. Reactant: [F:1][C:2]([F:7])([F:6])[CH2:3][CH:4]=O.[NH:8]1[CH2:11][CH:10]([O:12][C:13]2[CH:18]=[CH:17][C:16]([N:19]3[CH:24]=[CH:23][C:22]4[N:25]=[C:26]([C:28]5[CH:33]=[CH:32][C:31]([Cl:34])=[CH:30][CH:29]=5)[S:27][C:21]=4[C:20]3=[O:35])=[CH:15][C:14]=2[O:36][CH3:37])[CH2:9]1.C(O)(=O)C.C([BH3-])#N.[Na+].C([O-])(O)=O.[Na+].Cl.CCOCC. (5) The catalyst class is: 42. Product: [NH3:6].[CH3:18][O:17][C:14]1[CH:15]=[C:16]2[C:11](=[CH:12][CH:13]=1)[N:10]=[CH:9][N:8]=[CH:7]2. Reactant: ClC1C=CC([NH:6][C:7]2[C:16]3[C:11](=[CH:12][C:13](OCCC4CCNCC4)=[C:14]([O:17][CH3:18])[CH:15]=3)[N:10]=[CH:9][N:8]=2)=C(F)C=1.F[P-](F)(F)(F)(F)F.N1(OC(N(C)C)=[N+](C)C)C2N=CC=CC=2N=N1.CN(C)CC(O)=O.C(N(C(C)C)CC)(C)C.